This data is from Full USPTO retrosynthesis dataset with 1.9M reactions from patents (1976-2016). The task is: Predict the reactants needed to synthesize the given product. (1) Given the product [CH2:26]([C:29]1([S:32]([N:10]2[C:11]3[C:19](=[C:18]([F:20])[C:17](=[O:21])[N:16]4[C:12]=3[CH2:13][CH2:14][CH2:15]4)[N:8]([C:5]3[CH:6]=[CH:7][C:2]([Br:1])=[CH:3][C:4]=3[F:23])[C:9]2=[O:22])(=[O:34])=[O:33])[CH2:31][CH2:30]1)[CH:27]=[CH2:28], predict the reactants needed to synthesize it. The reactants are: [Br:1][C:2]1[CH:7]=[CH:6][C:5]([N:8]2[C:19]3[C:11](=[C:12]4[N:16]([C:17](=[O:21])[C:18]=3[F:20])[CH2:15][CH2:14][CH2:13]4)[NH:10][C:9]2=[O:22])=[C:4]([F:23])[CH:3]=1.[H-].[Na+].[CH2:26]([C:29]1([S:32](Cl)(=[O:34])=[O:33])[CH2:31][CH2:30]1)[CH:27]=[CH2:28]. (2) Given the product [CH3:1][C:2]1[C:3]([C:8]([NH2:9])=[O:11])=[N:4][CH:5]=[CH:6][CH:7]=1, predict the reactants needed to synthesize it. The reactants are: [CH3:1][C:2]1[C:3]([C:8]#[N:9])=[N:4][CH:5]=[CH:6][CH:7]=1.S(=O)(=O)(O)[OH:11].C([O-])([O-])=O.[Na+].[Na+]. (3) Given the product [Cl:26][CH:27]([CH3:31])[C:28]([NH:1][C:2]1[CH:7]=[N:6][C:5]([C:8]2[N:13]=[C:12]([OH:14])[CH:11]=[C:10]([C:15]([F:18])([F:17])[F:16])[N:9]=2)=[CH:4][CH:3]=1)=[O:29], predict the reactants needed to synthesize it. The reactants are: [NH2:1][C:2]1[CH:3]=[CH:4][C:5]([C:8]2[N:13]=[C:12]([OH:14])[CH:11]=[C:10]([C:15]([F:18])([F:17])[F:16])[N:9]=2)=[N:6][CH:7]=1.C(N(CC)CC)C.[Cl:26][CH:27]([CH3:31])[C:28](Cl)=[O:29].